This data is from Reaction yield outcomes from USPTO patents with 853,638 reactions. The task is: Predict the reaction yield, written as a fraction of the theoretical maximum amount of product (1.0 means a 100% yield; for example, 0.34 means a 34% yield). (1) The reactants are Br[C:2]1[CH:7]=[CH:6][C:5]([C:8]2[C:9]3[C:14]([C:15]([C:22]4[CH:27]=[CH:26][CH:25]=[CH:24][CH:23]=4)=[C:16]4[C:21]=2[CH:20]=[CH:19][CH:18]=[CH:17]4)=[CH:13][CH:12]=[CH:11][CH:10]=3)=[CH:4][CH:3]=1.[CH:28]1[C:40]2[NH:39][C:38]3[C:33](=[CH:34][C:35]([C:41]4[CH:59]=[CH:58][C:44]([N:45]([C:52]5[CH:57]=[CH:56][CH:55]=[CH:54][CH:53]=5)[C:46]5[CH:51]=[CH:50][CH:49]=[CH:48][CH:47]=5)=[CH:43][CH:42]=4)=[CH:36][CH:37]=3)[C:32]=2[CH:31]=[C:30]([C:60]2[CH:78]=[CH:77][C:63]([N:64]([C:71]3[CH:76]=[CH:75][CH:74]=[CH:73][CH:72]=3)[C:65]3[CH:70]=[CH:69][CH:68]=[CH:67][CH:66]=3)=[CH:62][CH:61]=2)[CH:29]=1.CC(C)([O-])C.[Na+].C(P(C(C)(C)C)C(C)(C)C)(C)(C)C. The catalyst is C1C=CC(/C=C/C(/C=C/C2C=CC=CC=2)=O)=CC=1.C1C=CC(/C=C/C(/C=C/C2C=CC=CC=2)=O)=CC=1.[Pd].CCCCCC.C1(C)C=CC=CC=1. The product is [C:22]1([C:15]2[C:16]3[C:21](=[CH:20][CH:19]=[CH:18][CH:17]=3)[C:8]([C:5]3[CH:4]=[CH:3][C:2]([N:39]4[C:40]5[CH:28]=[CH:29][C:30]([C:60]6[CH:61]=[CH:62][C:63]([N:64]([C:65]7[CH:70]=[CH:69][CH:68]=[CH:67][CH:66]=7)[C:71]7[CH:72]=[CH:73][CH:74]=[CH:75][CH:76]=7)=[CH:77][CH:78]=6)=[CH:31][C:32]=5[C:33]5[C:38]4=[CH:37][CH:36]=[C:35]([C:41]4[CH:42]=[CH:43][C:44]([N:45]([C:52]6[CH:53]=[CH:54][CH:55]=[CH:56][CH:57]=6)[C:46]6[CH:47]=[CH:48][CH:49]=[CH:50][CH:51]=6)=[CH:58][CH:59]=4)[CH:34]=5)=[CH:7][CH:6]=3)=[C:9]3[C:14]=2[CH:13]=[CH:12][CH:11]=[CH:10]3)[CH:23]=[CH:24][CH:25]=[CH:26][CH:27]=1. The yield is 0.420. (2) The reactants are [Br:1][C:2]1[CH:3]=[N:4][NH:5][CH:6]=1.[CH3:7][C:8]([O:11][C:12](O[C:12]([O:11][C:8]([CH3:10])([CH3:9])[CH3:7])=[O:13])=[O:13])([CH3:10])[CH3:9].CCN(CC)CC. The catalyst is C(Cl)Cl. The product is [Br:1][C:2]1[CH:3]=[N:4][N:5]([C:12]([O:11][C:8]([CH3:10])([CH3:9])[CH3:7])=[O:13])[CH:6]=1. The yield is 0.860. (3) The reactants are [CH2:1]([N:4]([CH2:23][C:24]1[CH:29]=[CH:28][CH:27]=[CH:26][CH:25]=1)[C:5]1[C:9]([C:10](=[O:13])[CH:11]=[CH2:12])=[CH:8][N:7]([CH2:14][C:15]2[CH:20]=[CH:19][C:18]([O:21][CH3:22])=[CH:17][CH:16]=2)[N:6]=1)C=C. The catalyst is Cl[Ru](=C1N(C2C(C)=CC(C)=CC=2C)CCN1C1C(C)=CC(C)=CC=1C)(Cl)(=CC1C=CC=CC=1)[P](C1CCCCC1)(C1CCCCC1)C1CCCCC1. The product is [CH2:23]([N:4]1[CH2:1][CH:12]=[CH:11][C:10](=[O:13])[C:9]2=[CH:8][N:7]([CH2:14][C:15]3[CH:16]=[CH:17][C:18]([O:21][CH3:22])=[CH:19][CH:20]=3)[N:6]=[C:5]12)[C:24]1[CH:29]=[CH:28][CH:27]=[CH:26][CH:25]=1. The yield is 0.520. (4) The reactants are [CH3:1][O:2][C:3]1[CH:13]=[CH:12][CH:11]=[C:5]2[C:6]([O:8][C:9](=O)[C:4]=12)=[O:7].C([NH2:16])=O. The catalyst is O. The product is [CH3:1][O:2][C:3]1[CH:13]=[CH:12][CH:11]=[C:5]2[C:6]([NH:16][C:9](=[O:8])[C:4]=12)=[O:7]. The yield is 0.370. (5) The reactants are [NH2:1][C:2]1[C:7]([C:8]2[O:12][N:11]=[C:10]([CH2:13][C:14]3[CH:19]=[CH:18][C:17]([OH:20])=[CH:16][CH:15]=3)[CH:9]=2)=[CH:6][CH:5]=[C:4]([NH2:21])[N:3]=1.[C:22]([C:24]1[CH:25]=[C:26]([CH2:30]O)[CH:27]=[CH:28][CH:29]=1)#[CH:23].C1(P(C2C=CC=CC=2)C2C=CC=CC=2)C=CC=CC=1.N(C(OCC)=O)=NC(OCC)=O. The catalyst is O1CCCC1. The product is [C:22]([C:24]1[CH:25]=[C:26]([CH:27]=[CH:28][CH:29]=1)[CH2:30][O:20][C:17]1[CH:18]=[CH:19][C:14]([CH2:13][C:10]2[CH:9]=[C:8]([C:7]3[C:2]([NH2:1])=[N:3][C:4]([NH2:21])=[CH:5][CH:6]=3)[O:12][N:11]=2)=[CH:15][CH:16]=1)#[CH:23]. The yield is 0.510. (6) The reactants are [O-:1][Mn](=O)(=O)=O.[K+].[CH3:7][N:8]1[C:12]([S:13][CH3:14])=[N:11][N:10]=[C:9]1[C:15]1[CH:16]=[N:17][CH:18]=[CH:19][CH:20]=1.[OH-:21].[Na+].C(Cl)(Cl)Cl. The catalyst is O.C(O)(=O)C. The product is [CH3:7][N:8]1[C:12]([S:13]([CH3:14])(=[O:1])=[O:21])=[N:11][N:10]=[C:9]1[C:15]1[CH:16]=[N:17][CH:18]=[CH:19][CH:20]=1. The yield is 0.530.